Task: Predict the product of the given reaction.. Dataset: Forward reaction prediction with 1.9M reactions from USPTO patents (1976-2016) (1) The product is: [CH2:11]([N:18]1[CH2:23][CH:22]2[CH2:24][CH:19]1[CH2:20][N:21]2[CH2:8][C:9]#[N:10])[C:12]1[CH:13]=[CH:14][CH:15]=[CH:16][CH:17]=1. Given the reactants C(=O)([O-])[O-].[K+].[K+].Cl[CH2:8][C:9]#[N:10].[CH2:11]([N:18]1[CH2:23][CH:22]2[CH2:24][CH:19]1[CH2:20][NH:21]2)[C:12]1[CH:17]=[CH:16][CH:15]=[CH:14][CH:13]=1, predict the reaction product. (2) Given the reactants [NH2:1][CH2:2][CH:3]([OH:14])[CH2:4][O:5][C:6]1[CH:11]=[CH:10][C:9]([F:12])=[C:8]([F:13])[CH:7]=1.Cl[C:16]([O:18][CH2:19][C:20]1[CH:25]=[CH:24][CH:23]=[CH:22][CH:21]=1)=[O:17].C(N(CC)C(C)C)(C)C.CN(C=O)C, predict the reaction product. The product is: [F:13][C:8]1[CH:7]=[C:6]([CH:11]=[CH:10][C:9]=1[F:12])[O:5][CH2:4][CH:3]([OH:14])[CH2:2][NH:1][C:16](=[O:17])[O:18][CH2:19][C:20]1[CH:25]=[CH:24][CH:23]=[CH:22][CH:21]=1.